From a dataset of Full USPTO retrosynthesis dataset with 1.9M reactions from patents (1976-2016). Predict the reactants needed to synthesize the given product. (1) Given the product [C:27]([NH:26][C:23]1[CH:24]=[CH:25][C:20]([O:19][C:17]2[C:16]([C:35]([NH2:36])=[O:37])=[CH:15][N:14]=[C:13]([CH:10]3[CH2:11][CH2:12][NH:8][CH2:9]3)[CH:18]=2)=[CH:21][CH:22]=1)(=[O:34])[C:28]1[CH:29]=[CH:30][CH:31]=[CH:32][CH:33]=1, predict the reactants needed to synthesize it. The reactants are: C(OC([N:8]1[CH2:12][CH2:11][CH:10]([C:13]2[CH:18]=[C:17]([O:19][C:20]3[CH:25]=[CH:24][C:23]([NH:26][C:27](=[O:34])[C:28]4[CH:33]=[CH:32][CH:31]=[CH:30][CH:29]=4)=[CH:22][CH:21]=3)[C:16]([C:35](=[O:37])[NH2:36])=[CH:15][N:14]=2)[CH2:9]1)=O)(C)(C)C.Cl. (2) Given the product [Br:1][C:2]1[CH:3]=[C:4]([C:14]([OH:16])=[O:15])[S:5][C:6]=1/[CH:7]=[CH:8]/[C:9]([O:11][CH2:12][CH3:13])=[O:10], predict the reactants needed to synthesize it. The reactants are: [Br:1][C:2]1[CH:3]=[C:4]([C:14]([O:16]C(C)(C)C)=[O:15])[S:5][C:6]=1/[CH:7]=[CH:8]/[C:9]([O:11][CH2:12][CH3:13])=[O:10].FC(F)(F)C(O)=O. (3) Given the product [F:1][C:2]1[C:3]([O:11][C:16]2[CH:17]=[CH:18][C:13]([CH3:12])=[CH:14][CH:15]=2)=[C:4]([CH:7]=[CH:8][C:9]=1[F:10])[CH:5]=[O:6], predict the reactants needed to synthesize it. The reactants are: [F:1][C:2]1[C:3]([OH:11])=[C:4]([CH:7]=[CH:8][C:9]=1[F:10])[CH:5]=[O:6].[CH2:12](Br)[C:13]1[CH:18]=[CH:17][CH:16]=[CH:15][CH:14]=1.Cl.CCOC(C)=O. (4) Given the product [F:40][C:37]([F:38])([F:39])[C:35]1[CH:34]=[C:5]([CH:4]=[C:3]([C:2]([F:1])([F:41])[F:42])[CH:36]=1)[C:6]([N:8]1[CH2:13][CH2:12][N:11]([CH2:14][CH2:15][N:16]2[CH2:21][CH2:20][O:19][C@H:18]([CH2:22][O:23][CH3:24])[CH2:17]2)[CH2:10][C@H:9]1[CH2:25][C:26]1[CH:31]=[CH:30][C:29]([CH3:32])=[C:28]([NH:33][C:45](=[O:46])[C:44]([F:55])([F:54])[F:43])[CH:27]=1)=[O:7], predict the reactants needed to synthesize it. The reactants are: [F:1][C:2]([F:42])([F:41])[C:3]1[CH:4]=[C:5]([CH:34]=[C:35]([C:37]([F:40])([F:39])[F:38])[CH:36]=1)[C:6]([N:8]1[CH2:13][CH2:12][N:11]([CH2:14][CH2:15][N:16]2[CH2:21][CH2:20][O:19][C@H:18]([CH2:22][O:23][CH3:24])[CH2:17]2)[CH2:10][C@H:9]1[CH2:25][C:26]1[CH:31]=[CH:30][C:29]([CH3:32])=[C:28]([NH2:33])[CH:27]=1)=[O:7].[F:43][C:44]([F:55])([F:54])[C:45](O[C:45](=[O:46])[C:44]([F:55])([F:54])[F:43])=[O:46]. (5) Given the product [C:1]([O:5][C:6](=[O:41])[NH:7][C@H:8]1[CH2:13][CH2:12][C@@H:11]([N:14]2[C:19](=[O:20])[C:18]3[CH:21]=[C:22]([F:25])[CH:23]=[N:24][C:17]=3[N:16]([C:26]3[CH:27]=[C:28]([C:32]4[CH:37]=[CH:36][C:35]([CH2:38][N:50]5[CH2:51][CH2:52][N:47]([CH:42]6[CH2:46][CH2:45][CH2:44][CH2:43]6)[CH2:48][CH2:49]5)=[CH:34][CH:33]=4)[CH:29]=[CH:30][CH:31]=3)[C:15]2=[O:40])[CH2:10][CH2:9]1)([CH3:3])([CH3:2])[CH3:4], predict the reactants needed to synthesize it. The reactants are: [C:1]([O:5][C:6](=[O:41])[NH:7][C@H:8]1[CH2:13][CH2:12][C@@H:11]([N:14]2[C:19](=[O:20])[C:18]3[CH:21]=[C:22]([F:25])[CH:23]=[N:24][C:17]=3[N:16]([C:26]3[CH:27]=[C:28]([C:32]4[CH:37]=[CH:36][C:35]([CH:38]=O)=[CH:34][CH:33]=4)[CH:29]=[CH:30][CH:31]=3)[C:15]2=[O:40])[CH2:10][CH2:9]1)([CH3:4])([CH3:3])[CH3:2].[CH:42]1([N:47]2[CH2:52][CH2:51][NH:50][CH2:49][CH2:48]2)[CH2:46][CH2:45][CH2:44][CH2:43]1.